This data is from Catalyst prediction with 721,799 reactions and 888 catalyst types from USPTO. The task is: Predict which catalyst facilitates the given reaction. (1) Reactant: [CH:1]([N:4]([CH:7]([CH3:9])C)CC)([CH3:3])C.[C:10](=[O:13])([O-:12])[O-].[Cs+].[Cs+].[C:16]([O:20][C:21](=[O:24])[CH2:22]Br)([CH3:19])([CH3:18])[CH3:17].[CH3:25]N(C)C=O. Product: [CH3:25][O:12][C:10]([CH:9]1[CH2:3][CH2:1][N:4]([CH2:22][C:21]([O:20][C:16]([CH3:19])([CH3:18])[CH3:17])=[O:24])[CH2:7]1)=[O:13]. The catalyst class is: 170. (2) Reactant: [Cl:1][C:2]1[N:7]=[C:6]([Cl:8])[CH:5]=[CH:4][N:3]=1.[NH2:9][CH2:10][CH2:11][NH:12][C:13](=[O:19])[O:14][C:15]([CH3:18])([CH3:17])[CH3:16].C(N(CC)CC)C. Product: [C:15]([O:14][C:13](=[O:19])[NH:12][CH2:11][CH2:10][NH:9][C:6]1[CH:5]=[CH:4][N:3]=[C:2]([Cl:1])[N:7]=1)([CH3:18])([CH3:16])[CH3:17].[C:15]([O:14][C:13](=[O:19])[NH:12][CH2:11][CH2:10][NH:9][C:2]1[N:7]=[C:6]([Cl:8])[CH:5]=[CH:4][N:3]=1)([CH3:18])([CH3:16])[CH3:17]. The catalyst class is: 47. (3) Reactant: [CH3:1][O:2][C:3]1[N:8]=[C:7]([N:9]2[CH:13]=[C:12]([C:14]([OH:16])=O)[CH:11]=[N:10]2)[CH:6]=[CH:5][CH:4]=1.[NH2:17][C:18]1[CH:23]=[CH:22][C:21]([C@@H:24]2[O:29][CH2:28][CH2:27][N:26]([C:30]([O:32][C:33]([CH3:36])([CH3:35])[CH3:34])=[O:31])[CH2:25]2)=[CH:20][CH:19]=1.C(N(C(C)C)C(C)C)C. Product: [CH3:1][O:2][C:3]1[N:8]=[C:7]([N:9]2[CH:13]=[C:12]([C:14]([NH:17][C:18]3[CH:23]=[CH:22][C:21]([C@@H:24]4[O:29][CH2:28][CH2:27][N:26]([C:30]([O:32][C:33]([CH3:36])([CH3:35])[CH3:34])=[O:31])[CH2:25]4)=[CH:20][CH:19]=3)=[O:16])[CH:11]=[N:10]2)[CH:6]=[CH:5][CH:4]=1. The catalyst class is: 2. (4) Reactant: [F:1][C:2]1[CH:7]=[CH:6][C:5]([C:8]2[C:23]([C:24]([NH:26][CH3:27])=[O:25])=[C:11]3[CH:12]=[C:13]([OH:22])[C:14]([N:16]([CH3:21])[S:17]([CH3:20])(=[O:19])=[O:18])=[CH:15][N:10]3[N:9]=2)=[CH:4][CH:3]=1.[F:28][C:29]([F:48])([F:47])[S:30](N(C1C=CC=CC=1)[S:30]([C:29]([F:48])([F:47])[F:28])(=[O:32])=[O:31])(=[O:32])=[O:31].CCN(CC)CC. Product: [F:28][C:29]([F:48])([F:47])[S:30]([O:22][C:13]1[C:14]([N:16]([CH3:21])[S:17]([CH3:20])(=[O:19])=[O:18])=[CH:15][N:10]2[N:9]=[C:8]([C:5]3[CH:6]=[CH:7][C:2]([F:1])=[CH:3][CH:4]=3)[C:23]([C:24](=[O:25])[NH:26][CH3:27])=[C:11]2[CH:12]=1)(=[O:32])=[O:31]. The catalyst class is: 2. (5) Reactant: [NH2:1][C:2]1[C:10]([Cl:11])=[CH:9][CH:8]=[CH:7][C:3]=1[C:4]([OH:6])=O.Cl[CH2:13][CH2:14][CH2:15][N:16]=[C:17]=[O:18]. Product: [Cl:11][C:10]1[CH:9]=[CH:8][CH:7]=[C:3]2[C:2]=1[N:1]=[C:17]1[N:16]([CH2:15][CH2:14][CH2:13][O:18]1)[C:4]2=[O:6]. The catalyst class is: 6.